From a dataset of Full USPTO retrosynthesis dataset with 1.9M reactions from patents (1976-2016). Predict the reactants needed to synthesize the given product. Given the product [CH2:1]([O:3][C:4](=[O:24])[C:5]1[CH:10]=[CH:9][CH:8]=[C:7]([S:12][C:13]2[C:21]3[C:16](=[CH:17][C:18]([Cl:22])=[CH:19][CH:20]=3)[N:15]([C:26]3[CH:27]=[N:28][CH:29]=[C:30]([CH3:32])[CH:31]=3)[C:14]=2[CH3:23])[CH:6]=1)[CH3:2], predict the reactants needed to synthesize it. The reactants are: [CH2:1]([O:3][C:4](=[O:24])[C:5]1[CH:10]=[CH:9][C:8](C)=[C:7]([S:12][C:13]2[C:21]3[C:16](=[CH:17][C:18]([Cl:22])=[CH:19][CH:20]=3)[NH:15][C:14]=2[CH3:23])[CH:6]=1)[CH3:2].Br[C:26]1[CH:27]=[N:28][CH:29]=[C:30]([CH3:32])[CH:31]=1.